From a dataset of Full USPTO retrosynthesis dataset with 1.9M reactions from patents (1976-2016). Predict the reactants needed to synthesize the given product. Given the product [C:10]1([C:8]2[NH:7][C:6]3[CH:16]=[C:2]([B:20]4[O:21][C:22]([CH3:24])([CH3:23])[C:18]([CH3:34])([CH3:17])[O:19]4)[CH:3]=[CH:4][C:5]=3[N:9]=2)[CH:15]=[CH:14][CH:13]=[CH:12][CH:11]=1, predict the reactants needed to synthesize it. The reactants are: Br[C:2]1[CH:3]=[CH:4][C:5]2[N:9]=[C:8]([C:10]3[CH:15]=[CH:14][CH:13]=[CH:12][CH:11]=3)[NH:7][C:6]=2[CH:16]=1.[CH3:17][C:18]1([CH3:34])[C:22]([CH3:24])([CH3:23])[O:21][B:20]([B:20]2[O:21][C:22]([CH3:24])([CH3:23])[C:18]([CH3:34])([CH3:17])[O:19]2)[O:19]1.C([O-])(=O)C.[K+].